This data is from Full USPTO retrosynthesis dataset with 1.9M reactions from patents (1976-2016). The task is: Predict the reactants needed to synthesize the given product. (1) Given the product [CH3:34][O:35][C:36]1[N:43]=[CH:42][C:41]([C:28]2[CH:29]=[C:30]3[C:25](=[CH:26][CH:27]=2)[N:24]=[CH:23][N:22]=[C:21]3[C:17]2[CH:18]=[CH:19][CH:20]=[C:15]([C:14]([N:11]3[CH2:12][CH2:13][NH:8][C@H:9]([CH3:33])[CH2:10]3)=[O:32])[CH:16]=2)=[CH:40][C:37]=1[C:38]#[N:39], predict the reactants needed to synthesize it. The reactants are: C(OC([N:8]1[CH2:13][CH2:12][N:11]([C:14](=[O:32])[C:15]2[CH:20]=[CH:19][CH:18]=[C:17]([C:21]3[C:30]4[C:25](=[CH:26][CH:27]=[C:28](Br)[CH:29]=4)[N:24]=[CH:23][N:22]=3)[CH:16]=2)[CH2:10][C@H:9]1[CH3:33])=O)(C)(C)C.[CH3:34][O:35][C:36]1[N:43]=[CH:42][C:41](B2OC(C)(C)C(C)(C)O2)=[CH:40][C:37]=1[C:38]#[N:39].C([O-])([O-])=O.[Na+].[Na+].C(O)(C(F)(F)F)=O. (2) Given the product [CH2:3]([O:10][C:11]1[CH:26]=[CH:25][C:24]([C:27]2[CH:28]=[CH:29][N:30]=[CH:31][CH:32]=2)=[CH:23][C:12]=1[C:13]([OH:15])=[O:14])[C:4]1[CH:5]=[CH:6][CH:7]=[CH:8][CH:9]=1, predict the reactants needed to synthesize it. The reactants are: [OH-].[Na+].[CH2:3]([O:10][C:11]1[CH:26]=[CH:25][C:24]([C:27]2[CH:32]=[CH:31][N:30]=[CH:29][CH:28]=2)=[CH:23][C:12]=1[C:13]([O:15]CC1C=CC=CC=1)=[O:14])[C:4]1[CH:9]=[CH:8][CH:7]=[CH:6][CH:5]=1.